This data is from Reaction yield outcomes from USPTO patents with 853,638 reactions. The task is: Predict the reaction yield, written as a fraction of the theoretical maximum amount of product (1.0 means a 100% yield; for example, 0.34 means a 34% yield). (1) The reactants are [CH3:1][O:2][C:3]1[C:8]([CH:9]=[N:10][OH:11])=[C:7]([O:12][CH3:13])[N:6]=[CH:5][N:4]=1.N#N.[CH3:16][C:17]#[N:18]. No catalyst specified. The product is [CH3:1][O:2][C:3]1[C:8]([C:9]2[N:18]=[C:17]([CH3:16])[O:11][N:10]=2)=[C:7]([O:12][CH3:13])[N:6]=[CH:5][N:4]=1. The yield is 0.160. (2) The reactants are [N:1]12[CH2:8][CH2:7][CH:4]([CH2:5][CH2:6]1)[CH:3]([O:9][C:10]1[CH:27]=[CH:26][C:13]3[N:14]4[CH2:20][N:18]([CH2:19][C:12]=3[CH:11]=1)[C:17]1[CH:21]=[CH:22][C:23]([I:25])=[CH:24][C:16]=1[CH2:15]4)[CH2:2]2.[C:28]([OH:35])(=[O:34])/[CH:29]=[CH:30]/[C:31]([OH:33])=[O:32]. The catalyst is CCO.CO. The product is [C:28]([OH:35])(=[O:34])/[CH:29]=[CH:30]/[C:31]([OH:33])=[O:32].[N:1]12[CH2:6][CH2:5][CH:4]([CH2:7][CH2:8]1)[CH:3]([O:9][C:10]1[CH:27]=[CH:26][C:13]3[N:14]4[CH2:20][N:18]([CH2:19][C:12]=3[CH:11]=1)[C:17]1[CH:21]=[CH:22][C:23]([I:25])=[CH:24][C:16]=1[CH2:15]4)[CH2:2]2. The yield is 0.750. (3) The reactants are [NH2:1][C:2]1[CH:3]=[C:4]2[C:8](=[CH:9][CH:10]=1)[NH:7][CH:6]=[C:5]2[CH:11]1[CH2:16][CH2:15][CH:14]([N:17]([CH3:25])[C:18](=[O:24])[O:19][C:20]([CH3:23])([CH3:22])[CH3:21])[CH2:13][CH2:12]1.I.[S:27]1[CH:31]=[CH:30][CH:29]=[C:28]1[C:32](SC)=[NH:33]. The catalyst is CCO. The product is [CH3:25][N:17]([CH:14]1[CH2:13][CH2:12][CH:11]([C:5]2[C:4]3[C:8](=[CH:9][CH:10]=[C:2]([NH:1][C:32]([C:28]4[S:27][CH:31]=[CH:30][CH:29]=4)=[NH:33])[CH:3]=3)[NH:7][CH:6]=2)[CH2:16][CH2:15]1)[C:18](=[O:24])[O:19][C:20]([CH3:21])([CH3:22])[CH3:23]. The yield is 0.730. (4) The reactants are [NH2:1][C:2]1[C:7]([CH2:8][OH:9])=[CH:6][CH:5]=[CH:4][N:3]=1.C1C(=O)N([Br:17])C(=O)C1. The catalyst is C(Cl)Cl. The product is [NH2:1][C:2]1[C:7]([CH2:8][OH:9])=[CH:6][C:5]([Br:17])=[CH:4][N:3]=1. The yield is 0.780. (5) The reactants are [CH3:1][C:2]1([CH3:44])[O:6][C@@H:5]([CH2:7][CH2:8][NH:9][C:10]([CH:12]2[CH:16]([C:17]3[CH:22]=[CH:21][CH:20]=[C:19]([Cl:23])[C:18]=3[F:24])[C:15]([C:27]3[CH:32]=[CH:31][C:30]([Cl:33])=[CH:29][C:28]=3[F:34])([C:25]#[N:26])[CH:14]([CH2:35][C:36]([CH3:43])([CH3:42])[CH2:37][CH2:38][N:39]=[N+]=[N-])[NH:13]2)=[O:11])[CH2:4][O:3]1. The catalyst is C(OCC)(=O)C.O=[Pt]=O. The product is [CH3:1][C:2]1([CH3:44])[O:6][C@@H:5]([CH2:7][CH2:8][NH:9][C:10]([CH:12]2[CH:16]([C:17]3[CH:22]=[CH:21][CH:20]=[C:19]([Cl:23])[C:18]=3[F:24])[C:15]([C:27]3[CH:32]=[CH:31][C:30]([Cl:33])=[CH:29][C:28]=3[F:34])([C:25]#[N:26])[CH:14]([CH2:35][C:36]([CH3:43])([CH3:42])[CH2:37][CH2:38][NH2:39])[NH:13]2)=[O:11])[CH2:4][O:3]1. The yield is 0.980. (6) The reactants are [Cl:1][C:2]1[CH:7]=[CH:6][C:5]([S:8]([CH:11]2[CH2:16][CH2:15][NH:14][CH2:13][CH2:12]2)(=[O:10])=[O:9])=[CH:4][CH:3]=1.Cl[C:18]1[C:23]([Cl:24])=[CH:22][CH:21]=[CH:20][N:19]=1.CCN(C(C)C)C(C)C. The catalyst is O1CCOCC1. The product is [Cl:24][C:23]1[C:18]([N:14]2[CH2:15][CH2:16][CH:11]([S:8]([C:5]3[CH:4]=[CH:3][C:2]([Cl:1])=[CH:7][CH:6]=3)(=[O:9])=[O:10])[CH2:12][CH2:13]2)=[N:19][CH:20]=[CH:21][CH:22]=1. The yield is 0.400. (7) The product is [C@@H:1]1([N:9]2[CH:13]=[C:12]([C:30]#[C:29][CH2:28][NH:31][C:32](=[O:45])[CH2:33][CH2:34][CH2:35][CH2:36][CH2:37][NH:38][C:39](=[O:44])[C:40]([F:42])([F:43])[F:41])[CH:11]=[C:10]2[N+:15]([O-:17])=[O:16])[O:6][C@H:5]([CH2:7][OH:8])[C@@H:3]([OH:4])[CH2:2]1. The yield is 0.830. The reactants are [C@@H:1]1([N:9]2[CH:13]=[C:12](I)[CH:11]=[C:10]2[N+:15]([O-:17])=[O:16])[O:6][C@H:5]([CH2:7][OH:8])[C@@H:3]([OH:4])[CH2:2]1.C(#N)C.C(N(CC)CC)C.[CH2:28]([NH:31][C:32](=[O:45])[CH2:33][CH2:34][CH2:35][CH2:36][CH2:37][NH:38][C:39](=[O:44])[C:40]([F:43])([F:42])[F:41])[C:29]#[CH:30]. The catalyst is CN(C=O)C.[Cu](I)I. (8) The reactants are [Cl:1][C:2]1[CH:7]=[CH:6][CH:5]=[C:4]([CH2:8][C:9]2[N:14]=[C:13](O)[CH:12]=[C:11]([O:16][CH3:17])[N:10]=2)[C:3]=1[NH:18][S:19]([CH:22]([F:24])[F:23])(=[O:21])=[O:20].CN(C)C1C=CC=CC=1.P(Cl)(Cl)([Cl:36])=O.O. The catalyst is C(OCC)(=O)C. The product is [Cl:1][C:2]1[CH:7]=[CH:6][CH:5]=[C:4]([CH2:8][C:9]2[N:14]=[C:13]([Cl:36])[CH:12]=[C:11]([O:16][CH3:17])[N:10]=2)[C:3]=1[NH:18][S:19]([CH:22]([F:24])[F:23])(=[O:21])=[O:20]. The yield is 0.982. (9) The reactants are I.[NH2:2][CH:3]1[CH2:8][CH2:7][CH2:6][CH:5]([N:9]2[C:18]3[CH:17]=[CH:16][CH:15]=[C:14]([Cl:19])[C:13]=3[C:12]3=[N:20][O:21][C:22]([CH3:23])=[C:11]3[C:10]2=[O:24])[CH2:4]1.C([O-])(O)=O.[Na+]. No catalyst specified. The product is [NH2:2][CH:3]1[CH2:8][CH2:7][CH2:6][CH:5]([N:9]2[C:18]3[CH:17]=[CH:16][CH:15]=[C:14]([Cl:19])[C:13]=3[C:12]3=[N:20][O:21][C:22]([CH3:23])=[C:11]3[C:10]2=[O:24])[CH2:4]1. The yield is 0.980.